Dataset: Catalyst prediction with 721,799 reactions and 888 catalyst types from USPTO. Task: Predict which catalyst facilitates the given reaction. (1) Reactant: [C:1](Cl)(=[O:9])[O:2][C:3]1[CH:8]=[CH:7][CH:6]=[CH:5][CH:4]=1.N1C=CC=CC=1.[N:17]1[CH:22]=[CH:21][CH:20]=[C:19]([NH2:23])[N:18]=1. Product: [N:17]1[CH:22]=[CH:21][CH:20]=[C:19]([NH:23][C:1](=[O:9])[O:2][C:3]2[CH:8]=[CH:7][CH:6]=[CH:5][CH:4]=2)[N:18]=1. The catalyst class is: 4. (2) Reactant: [C:1]([C:7]([O:9][CH3:10])=[O:8])#[C:2][C:3](OC)=[O:4].Cl.[F:12][C:13]1[CH:18]=[CH:17][CH:16]=[CH:15][C:14]=1[NH:19][NH2:20].C(N(CC)CC)C. Product: [F:12][C:13]1[CH:18]=[CH:17][CH:16]=[CH:15][C:14]=1[N:19]1[C:3]([OH:4])=[CH:2][C:1]([C:7]([O:9][CH3:10])=[O:8])=[N:20]1. The catalyst class is: 5. (3) Product: [F:1][C:2]1[CH:7]=[C:6]([F:8])[CH:5]=[CH:4][C:3]=1[C:9]1[S:10][CH:11]=[C:12]([NH:14][C:27](=[O:28])[C:26]2[CH:25]=[CH:24][C:23]([NH:22][C:19]3[CH:20]=[CH:21][N:16]=[CH:17][N:18]=3)=[CH:31][CH:30]=2)[N:13]=1. The catalyst class is: 17. Reactant: [F:1][C:2]1[CH:7]=[C:6]([F:8])[CH:5]=[CH:4][C:3]=1[C:9]1[S:10][CH:11]=[C:12]([NH2:14])[N:13]=1.Cl.[N:16]1[CH:21]=[CH:20][C:19]([NH:22][C:23]2[CH:31]=[CH:30][C:26]([C:27](Cl)=[O:28])=[CH:25][CH:24]=2)=[N:18][CH:17]=1. (4) Reactant: [CH2:1]([O:8][C:9]([N:11]1[C:19]2[C:14](=[CH:15][CH:16]=[CH:17][CH:18]=2)[CH:13]=[C:12]1[C:20](O)=[O:21])=[O:10])[C:2]1[CH:7]=[CH:6][CH:5]=[CH:4][CH:3]=1.CN(C(ON1N=NC2C=CC=NC1=2)=[N+](C)C)C.F[P-](F)(F)(F)(F)F.CCN(C(C)C)C(C)C.[NH2:56][C:57]1[S:58][CH:59]=[C:60]([C:62]2[CH:73]=[CH:72][C:65]([C:66]([NH:68][CH:69]3[CH2:71][CH2:70]3)=[O:67])=[CH:64][CH:63]=2)[N:61]=1. Product: [CH2:1]([O:8][C:9]([N:11]1[C:19]2[C:14](=[CH:15][CH:16]=[CH:17][CH:18]=2)[CH:13]=[C:12]1[C:20](=[O:21])[NH:56][C:57]1[S:58][CH:59]=[C:60]([C:62]2[CH:63]=[CH:64][C:65]([C:66](=[O:67])[NH:68][CH:69]3[CH2:70][CH2:71]3)=[CH:72][CH:73]=2)[N:61]=1)=[O:10])[C:2]1[CH:3]=[CH:4][CH:5]=[CH:6][CH:7]=1. The catalyst class is: 3. (5) Reactant: [N:1]1[CH:6]=[CH:5][CH:4]=[C:3]([N:7]2[CH2:11][CH2:10][NH:9][C:8]2=[O:12])[CH:2]=1.Br[C:14]1[S:18][C:17]2[CH:19]=[CH:20][C:21]([F:23])=[CH:22][C:16]=2[C:15]=1[CH3:24].N[C@@H]1CCCC[C@H]1N.C(=O)([O-])[O-].[K+].[K+]. Product: [F:23][C:21]1[CH:20]=[CH:19][C:17]2[S:18][C:14]([N:9]3[CH2:10][CH2:11][N:7]([C:3]4[CH:2]=[N:1][CH:6]=[CH:5][CH:4]=4)[C:8]3=[O:12])=[C:15]([CH3:24])[C:16]=2[CH:22]=1. The catalyst class is: 246. (6) Reactant: [OH-].[Na+].C([O:5][C:6](=[O:31])[C:7]1[CH:12]=[CH:11][C:10]([CH2:13][N:14]2[CH2:18][CH2:17][C@@H:16]([NH:19][C:20]([O:22][C:23]([CH3:26])([CH3:25])[CH3:24])=[O:21])[CH2:15]2)=[C:9]([C:27]([F:30])([F:29])[F:28])[CH:8]=1)C.Cl. Product: [C:23]([O:22][C:20]([NH:19][C@@H:16]1[CH2:17][CH2:18][N:14]([CH2:13][C:10]2[CH:11]=[CH:12][C:7]([C:6]([OH:31])=[O:5])=[CH:8][C:9]=2[C:27]([F:30])([F:28])[F:29])[CH2:15]1)=[O:21])([CH3:26])([CH3:24])[CH3:25]. The catalyst class is: 14. (7) Reactant: [CH3:1][CH:2]([CH3:35])[CH2:3][C:4]1[CH:9]=[CH:8][C:7]([C:10]2[O:14][N:13]=[C:12]([C:15]3[CH:20]=[CH:19][C:18]([CH2:21][N:22]4[CH:26]=[CH:25][C:24]([C:27]([O:29]C)=[O:28])=[N:23]4)=[CH:17][CH:16]=3)[N:11]=2)=[CH:6][C:5]=1[C:31]([F:34])([F:33])[F:32].[OH-].[Na+:37]. Product: [Na+:37].[CH3:1][CH:2]([CH3:35])[CH2:3][C:4]1[CH:9]=[CH:8][C:7]([C:10]2[O:14][N:13]=[C:12]([C:15]3[CH:16]=[CH:17][C:18]([CH2:21][N:22]4[CH:26]=[CH:25][C:24]([C:27]([O-:29])=[O:28])=[N:23]4)=[CH:19][CH:20]=3)[N:11]=2)=[CH:6][C:5]=1[C:31]([F:33])([F:32])[F:34]. The catalyst class is: 8. (8) Reactant: Br[C:2]1[CH:3]=[N:4][C:5]([N:8]2[CH2:13][CH2:12][N:11]([C:14]([O:16][C:17]([CH3:20])([CH3:19])[CH3:18])=[O:15])[CH2:10][CH2:9]2)=[N:6][CH:7]=1.[F:21][C:22]1[CH:27]=[CH:26][C:25]([SH:28])=[CH:24][CH:23]=1.CC1(C)C2C(=C(P(C3C=CC=CC=3)C3C=CC=CC=3)C=CC=2)OC2C(P(C3C=CC=CC=3)C3C=CC=CC=3)=CC=CC1=2.CCN(C(C)C)C(C)C. Product: [F:21][C:22]1[CH:27]=[CH:26][C:25]([S:28][C:2]2[CH:3]=[N:4][C:5]([N:8]3[CH2:13][CH2:12][N:11]([C:14]([O:16][C:17]([CH3:20])([CH3:19])[CH3:18])=[O:15])[CH2:10][CH2:9]3)=[N:6][CH:7]=2)=[CH:24][CH:23]=1. The catalyst class is: 62.